Predict the reactants needed to synthesize the given product. From a dataset of Retrosynthesis with 50K atom-mapped reactions and 10 reaction types from USPTO. (1) Given the product COc1ccc(S(=O)(=O)N(Cc2ccccc2)C2(C(=O)O)CCN(Cc3ccccc3)CC2)cc1, predict the reactants needed to synthesize it. The reactants are: COC(=O)C1(N(Cc2ccccc2)S(=O)(=O)c2ccc(OC)cc2)CCN(Cc2ccccc2)CC1. (2) The reactants are: C#CC1(c2ccc(OC)c(OC3CCCC3)c2)CCC(=O)CC1.CC1=NCN(c2ccc(Br)s2)O1. Given the product COc1ccc(C2(C#Cc3ccc(N4CN=C(C)O4)s3)CCC(=O)CC2)cc1OC1CCCC1, predict the reactants needed to synthesize it. (3) Given the product CN(C)C(=O)NCc1ccc(/C=C/C(c2cc(Cl)c(Cl)c(Cl)c2)C(F)(F)F)cc1Cl, predict the reactants needed to synthesize it. The reactants are: CN(C)C(=O)Cl.NCc1ccc(/C=C/C(c2cc(Cl)c(Cl)c(Cl)c2)C(F)(F)F)cc1Cl. (4) Given the product CCc1nc2c(C)cc(C)nc2n1Cc1ccc(/C=C/CCO)cc1, predict the reactants needed to synthesize it. The reactants are: CCc1nc2c(C)cc(C)nc2n1Cc1ccc(/C=C/CCO[Si](C)(C)C(C)(C)C)cc1. (5) Given the product CC(=O)N1CC[C@H](Oc2ccc(N)cc2)C1, predict the reactants needed to synthesize it. The reactants are: CC(=O)N1CC[C@H](Oc2ccc([N+](=O)[O-])cc2)C1.